Dataset: Full USPTO retrosynthesis dataset with 1.9M reactions from patents (1976-2016). Task: Predict the reactants needed to synthesize the given product. (1) Given the product [CH3:40][S:39][C:35]1[N:36]=[C:37]([C:9]2[CH:14]=[CH:13][CH:12]=[CH:11][C:10]=2[O:15][C:16]2[CH:17]=[CH:18][C:19]([N+:22]([O-:24])=[O:23])=[CH:20][CH:21]=2)[CH:38]=[CH:33][N:34]=1, predict the reactants needed to synthesize it. The reactants are: CC1(C)C(C)(C)OB([C:9]2[CH:14]=[CH:13][CH:12]=[CH:11][C:10]=2[O:15][C:16]2[CH:21]=[CH:20][C:19]([N+:22]([O-:24])=[O:23])=[CH:18][CH:17]=2)O1.C(=O)([O-])[O-].[Na+].[Na+].Cl[C:33]1[CH:38]=[CH:37][N:36]=[C:35]([S:39][CH3:40])[N:34]=1. (2) The reactants are: [F:1][C:2]1[CH:3]=[C:4]([OH:9])[CH:5]=[C:6]([F:8])[CH:7]=1.[CH3:10][O:11][CH2:12][CH2:13]O.C1(P(C2C=CC=CC=2)C2C=CC=CC=2)C=CC=CC=1.CC(OC(/N=N/C(OC(C)C)=O)=O)C. Given the product [F:1][C:2]1[CH:3]=[C:4]([O:9][CH2:13][CH2:12][O:11][CH3:10])[CH:5]=[C:6]([F:8])[CH:7]=1, predict the reactants needed to synthesize it. (3) The reactants are: C(O[C:4]1[CH:5]=[N:6][C:7]([C:10]2[CH:34]=[CH:33][CH:32]=[CH:31][C:11]=2[C:12]([NH:14][C@H:15]2[CH2:19][CH2:18][CH2:17][C@@H:16]2[NH:20][C:21]2C=N[C:24]([C:27]([F:30])([F:29])[F:28])=[CH:23][N:22]=2)=[O:13])=[N:8][CH:9]=1)C.Cl.[F:36][C:37]1C(N[C@H]2CCC[C@@H]2N)=NC=C(C(F)(F)F)[CH:42]=1.N1C=CC=NC=1C1C=CC=CC=1C(O)=O. Given the product [F:36][C:37]1[C:21]([NH:20][C@H:16]2[CH2:17][CH2:18][CH2:19][C@@H:15]2[NH:14][C:12](=[O:13])[C:11]2[CH:31]=[CH:32][CH:33]=[CH:34][C:10]=2[C:7]2[N:6]=[CH:5][CH:4]=[CH:9][N:8]=2)=[N:22][CH:23]=[C:24]([C:27]([F:28])([F:30])[F:29])[CH:42]=1, predict the reactants needed to synthesize it.